Dataset: Forward reaction prediction with 1.9M reactions from USPTO patents (1976-2016). Task: Predict the product of the given reaction. (1) Given the reactants [CH2:1]([N:8]([C:23](=[O:26])[CH2:24]Cl)[C@@H:9]1[CH2:14][CH2:13][N:12]([C:15]([O:17][C:18]([CH3:21])([CH3:20])[CH3:19])=[O:16])[CH2:11][C@H:10]1[OH:22])[C:2]1[CH:7]=[CH:6][CH:5]=[CH:4][CH:3]=1.[Na+].[I-:28], predict the reaction product. The product is: [CH2:1]([N:8]([C:23](=[O:26])[CH2:24][I:28])[C@@H:9]1[CH2:14][CH2:13][N:12]([C:15]([O:17][C:18]([CH3:21])([CH3:20])[CH3:19])=[O:16])[CH2:11][C@H:10]1[OH:22])[C:2]1[CH:7]=[CH:6][CH:5]=[CH:4][CH:3]=1. (2) Given the reactants [CH3:13][C:12]([O:11][C:9](O[C:9]([O:11][C:12]([CH3:15])([CH3:14])[CH3:13])=[O:10])=[O:10])([CH3:15])[CH3:14].[NH2:16][CH2:17][CH:18]([CH2:24][C:25]1[CH:30]=[CH:29][C:28]([Cl:31])=[C:27]([F:32])[CH:26]=1)[C:19]([O:21][CH2:22][CH3:23])=[O:20], predict the reaction product. The product is: [C:12]([O:11][C:9]([NH:16][CH2:17][CH:18]([CH2:24][C:25]1[CH:30]=[CH:29][C:28]([Cl:31])=[C:27]([F:32])[CH:26]=1)[C:19]([O:21][CH2:22][CH3:23])=[O:20])=[O:10])([CH3:13])([CH3:14])[CH3:15]. (3) Given the reactants N[C@H](C(N1CCC[C@H]1C(OCC1C=CC=CC=1)=O)=O)C(C)C.N(C(OC(C)(C)C)=O)[C@H](C(O)=O)C(C)C.C1C=CC2N(O)N=NC=2C=1.CN1CCOCC1.C1CCC(N=C=NC2CCCCC2)CC1.N(C(OCC1C=CC=CC=1)=O)[C@H](C([NH:83][C@H:84]([C:88]([NH:90][C@H:91]([C:95]([N:97]1[CH2:111][CH2:110][CH2:109][C@H:98]1[C:99]([O:101][CH2:102][C:103]1[CH:108]=[CH:107][CH:106]=[CH:105][CH:104]=1)=[O:100])=[O:96])[CH:92]([CH3:94])[CH3:93])=[O:89])[CH:85]([CH3:87])[CH3:86])=O)CCC(=O)OC(C)(C)C.C(Cl)[Cl:123], predict the reaction product. The product is: [NH2:83][C@H:84]([C:88]([NH:90][C@H:91]([C:95]([N:97]1[CH2:111][CH2:110][CH2:109][C@H:98]1[C:99]([O:101][CH2:102][C:103]1[CH:108]=[CH:107][CH:106]=[CH:105][CH:104]=1)=[O:100])=[O:96])[CH:92]([CH3:94])[CH3:93])=[O:89])[CH:85]([CH3:87])[CH3:86].[ClH:123]. (4) Given the reactants [NH2:1][C:2]1[C:3]([C:7]2[N:8]([CH2:27][CH3:28])[C:9]3[CH:14]=[C:13]([CH2:15][C:16]4[CH:17]=[C:18]([CH:23]=[CH:24][CH:25]=4)[C:19]([O:21]C)=[O:20])[N:12]=[CH:11][C:10]=3[N:26]=2)=[N:4][O:5][N:6]=1.[Li+].[OH-], predict the reaction product. The product is: [NH2:1][C:2]1[C:3]([C:7]2[N:8]([CH2:27][CH3:28])[C:9]3[CH:14]=[C:13]([CH2:15][C:16]4[CH:17]=[C:18]([CH:23]=[CH:24][CH:25]=4)[C:19]([OH:21])=[O:20])[N:12]=[CH:11][C:10]=3[N:26]=2)=[N:4][O:5][N:6]=1. (5) Given the reactants Cl[Mg][C:3]1[CH:8]=[CH:7][CH:6]=[CH:5][CH:4]=1.[Br-].[CH2:10]([O:12][CH:13]([O:23][CH2:24][CH3:25])[CH:14]1[CH2:19][C:18]([CH3:21])([CH3:20])[CH2:17][CH2:16][C:15]1=[O:22])[CH3:11].C(Cl)[Cl:27], predict the reaction product. The product is: [Cl:27][C:3]1[CH:8]=[CH:7][C:6]([C:15]2([OH:22])[CH2:16][CH2:17][C:18]([CH3:21])([CH3:20])[CH2:19][CH:14]2[CH:13]([O:12][CH2:10][CH3:11])[O:23][CH2:24][CH3:25])=[CH:5][CH:4]=1. (6) The product is: [Cl:1][C:2]1[CH:7]=[C:6]([N+:8]([O-:10])=[O:9])[CH:5]=[CH:4][C:3]=1[N:11]1[CH2:16][CH2:15][N:14]([C:22]([O:21][C:18]([CH3:20])([CH3:19])[CH3:17])=[O:23])[CH2:13][CH2:12]1. Given the reactants [Cl:1][C:2]1[CH:7]=[C:6]([N+:8]([O-:10])=[O:9])[CH:5]=[CH:4][C:3]=1[N:11]1[CH2:16][CH2:15][NH:14][CH2:13][CH2:12]1.[CH3:17][C:18]([O:21][C:22](O[C:22]([O:21][C:18]([CH3:20])([CH3:19])[CH3:17])=[O:23])=[O:23])([CH3:20])[CH3:19].CCN(CC)CC, predict the reaction product.